Dataset: Reaction yield outcomes from USPTO patents with 853,638 reactions. Task: Predict the reaction yield, written as a fraction of the theoretical maximum amount of product (1.0 means a 100% yield; for example, 0.34 means a 34% yield). (1) The reactants are [C:1](Cl)(=[O:5])[C:2](Cl)=O.CN(C)C=O.[CH2:12]([O:14][C:15]([C:17]1[N:18]=[CH:19][N:20]([C:22]2[CH:23]=[C:24]3[C:28](=[CH:29][CH:30]=2)[N:27]([CH:31]([CH3:33])[CH3:32])[CH:26]=C3)[CH:21]=1)=[O:16])[CH3:13]. The catalyst is ClCCl. The product is [CH2:12]([O:14][C:15]([C:17]1[N:18]=[CH:19][N:20]([C:22]2[CH:30]=[C:29]3[C:28](=[CH:24][CH:23]=2)[N:27]([CH:31]([CH3:32])[CH3:33])[CH:26]=[C:2]3[CH:1]=[O:5])[CH:21]=1)=[O:16])[CH3:13]. The yield is 0.920. (2) The catalyst is O1CCCC1.O. The product is [OH:16][CH2:15][C:1]12[CH2:10][CH:5]3[CH2:6][CH:7]([CH2:9][C:3]([C:11]([O:13][CH3:14])=[O:12])([CH2:4]3)[CH2:2]1)[CH2:8]2. The yield is 0.190. The reactants are [C:1]12([C:15](OC)=[O:16])[CH2:10][CH:5]3[CH2:6][CH:7]([CH2:9][C:3]([C:11]([O:13][CH3:14])=[O:12])([CH2:4]3)[CH2:2]1)[CH2:8]2.[H-].C([Al+]CC(C)C)C(C)C.[OH-].[Na+].S([O-])([O-])(=O)=O.[Mg+2]. (3) The reactants are Br[C:2]1[CH:3]=[C:4]2[C:8](=[CH:9][CH:10]=1)[NH:7][C:6](=[O:11])[C:5]12[CH2:15][CH2:14][CH2:13][CH2:12]1.[C:16]([O:20][C:21]([N:23]1[CH:27]=[CH:26][CH:25]=[C:24]1B(O)O)=[O:22])([CH3:19])([CH3:18])[CH3:17].C(=O)([O-])[O-].[K+].[K+]. The product is [O:11]=[C:6]1[C:5]2([CH2:15][CH2:14][CH2:13][CH2:12]2)[C:4]2[C:8](=[CH:9][CH:10]=[C:2]([C:24]3[N:23]([C:21]([O:20][C:16]([CH3:19])([CH3:18])[CH3:17])=[O:22])[CH:27]=[CH:26][CH:25]=3)[CH:3]=2)[NH:7]1. The catalyst is COCCOC.O.C1C=CC([P]([Pd]([P](C2C=CC=CC=2)(C2C=CC=CC=2)C2C=CC=CC=2)([P](C2C=CC=CC=2)(C2C=CC=CC=2)C2C=CC=CC=2)[P](C2C=CC=CC=2)(C2C=CC=CC=2)C2C=CC=CC=2)(C2C=CC=CC=2)C2C=CC=CC=2)=CC=1. The yield is 0.830. (4) The reactants are [NH2:1][C:2]1[CH:23]=[CH:22][C:5]([O:6][C:7]2[CH:8]=[CH:9][C:10]3[N:11]([CH:13]=[C:14]([NH:16][C:17]([CH:19]4[CH2:21][CH2:20]4)=[O:18])[N:15]=3)[CH:12]=2)=[C:4]([F:24])[CH:3]=1.[F:25][C:26]1[CH:31]=[CH:30][C:29]([N:32]2[C:37]([CH3:38])=[C:36]([CH3:39])[CH:35]=[C:34]([C:40](O)=[O:41])[C:33]2=[O:43])=[CH:28][CH:27]=1.C(N(CC)C(C)C)(C)C.CN(C(ON1N=NC2C=CC=NC1=2)=[N+](C)C)C.F[P-](F)(F)(F)(F)F.C(=O)([O-])O.[Na+]. The catalyst is CN(C)C=O.C(C(C)=O)C.O1CCCC1.C(OCC)(=O)C. The product is [CH:19]1([C:17]([NH:16][C:14]2[N:15]=[C:10]3[CH:9]=[CH:8][C:7]([O:6][C:5]4[CH:22]=[CH:23][C:2]([NH:1][C:40]([C:34]5[C:33](=[O:43])[N:32]([C:29]6[CH:28]=[CH:27][C:26]([F:25])=[CH:31][CH:30]=6)[C:37]([CH3:38])=[C:36]([CH3:39])[CH:35]=5)=[O:41])=[CH:3][C:4]=4[F:24])=[CH:12][N:11]3[CH:13]=2)=[O:18])[CH2:21][CH2:20]1. The yield is 0.620. (5) The reactants are [CH2:1]([O:8][C:9]1[CH:14]=[CH:13][CH:12]=[CH:11][C:10]=1[OH:15])[C:2]1[CH:7]=[CH:6][CH:5]=[CH:4][CH:3]=1.C(=O)([O-])[O-].[K+].[K+].F[C:23]1[CH:28]=[CH:27][C:26]([N+:29]([O-:31])=[O:30])=[CH:25][CH:24]=1. The catalyst is CN(C)C=O.ClCCl. The product is [CH2:1]([O:8][C:9]1[CH:14]=[CH:13][CH:12]=[CH:11][C:10]=1[O:15][C:23]1[CH:28]=[CH:27][C:26]([N+:29]([O-:31])=[O:30])=[CH:25][CH:24]=1)[C:2]1[CH:3]=[CH:4][CH:5]=[CH:6][CH:7]=1. The yield is 0.660. (6) The reactants are [C:1]1([CH:7]([C:38]2[CH:43]=[CH:42][CH:41]=[CH:40][CH:39]=2)[N:8]2[CH:13]=[CH:12][CH:11]=[C:10]([C:14]([NH:16][C@@H:17]([CH2:25][CH2:26][CH2:27][NH:28][C:29](=S)[NH:30][C:31]([O:33][CH2:34][CH3:35])=[O:32])[C:18]([O:20][C:21]([CH3:24])([CH3:23])[CH3:22])=[O:19])=[O:15])[C:9]2=[O:37])[CH:6]=[CH:5][CH:4]=[CH:3][CH:2]=1.[CH:44]([NH2:47])([CH3:46])[CH3:45].CCN(C(C)C)C(C)C.CCN=C=NCCCN(C)C. The catalyst is C(Cl)Cl.CCOC(C)=O. The product is [C:1]1([CH:7]([C:38]2[CH:43]=[CH:42][CH:41]=[CH:40][CH:39]=2)[N:8]2[CH:13]=[CH:12][CH:11]=[C:10]([C:14]([NH:16][C@@H:17]([CH2:25][CH2:26][CH2:27][N:28]=[C:29]([NH:30][C:31]([O:33][CH2:34][CH3:35])=[O:32])[NH:47][CH:44]([CH3:46])[CH3:45])[C:18]([O:20][C:21]([CH3:24])([CH3:23])[CH3:22])=[O:19])=[O:15])[C:9]2=[O:37])[CH:6]=[CH:5][CH:4]=[CH:3][CH:2]=1. The yield is 0.680. (7) The reactants are [N:1]1([CH:10]([NH:14][C:15]([O:17][CH2:18][C:19]2[CH:24]=[CH:23][CH:22]=[CH:21][CH:20]=2)=[O:16])[C:11](O)=[O:12])C2C=CC=CC=2N=N1.C(Cl)(=O)C(Cl)=O.[NH2:31][C:32]1[C:37]([CH2:38][O:39][Si:40]([C:43]([CH3:46])([CH3:45])[CH3:44])([CH3:42])[CH3:41])=[CH:36][CH:35]=[CH:34][C:33]=1[C:47]([C:49]1[CH:54]=[CH:53][CH:52]=[C:51]([F:55])[CH:50]=1)=O.CN1CCOCC1.N.CO.C(O)(=O)C.C([O-])(=O)C.[NH4+]. The catalyst is C1COCC1.O.CN(C=O)C. The product is [Si:40]([O:39][CH2:38][C:37]1[C:32]2[NH:31][C:11](=[O:12])[CH:10]([NH:14][C:15](=[O:16])[O:17][CH2:18][C:19]3[CH:24]=[CH:23][CH:22]=[CH:21][CH:20]=3)[N:1]=[C:47]([C:49]3[CH:54]=[CH:53][CH:52]=[C:51]([F:55])[CH:50]=3)[C:33]=2[CH:34]=[CH:35][CH:36]=1)([C:43]([CH3:46])([CH3:45])[CH3:44])([CH3:42])[CH3:41]. The yield is 0.630.